Predict the product of the given reaction. From a dataset of Forward reaction prediction with 1.9M reactions from USPTO patents (1976-2016). (1) The product is: [F:1][C:2]1[CH:3]=[CH:4][C:5]([O:33][CH3:34])=[C:6]([C:8]2[NH:12][N:11]=[CH:10][C:9]=2[NH:21][C:22]([C:24]2[CH:25]=[N:26][N:27]3[CH:32]=[CH:31][CH:30]=[N:29][C:28]=23)=[O:23])[CH:7]=1. Given the reactants [F:1][C:2]1[CH:3]=[CH:4][C:5]([O:33][CH3:34])=[C:6]([C:8]2[N:12](CCOC[Si](C)(C)C)[N:11]=[CH:10][C:9]=2[NH:21][C:22]([C:24]2[CH:25]=[N:26][N:27]3[CH:32]=[CH:31][CH:30]=[N:29][C:28]=23)=[O:23])[CH:7]=1.Cl, predict the reaction product. (2) The product is: [ClH:1].[CH:12]1([N:16]2[CH2:21][CH2:20][CH:19]([O:22][CH:23]3[CH2:28][CH2:27][N:26]([C:2]4[CH:7]=[N:6][C:5]([C:8]([F:11])([F:10])[F:9])=[CH:4][N:3]=4)[CH2:25][CH2:24]3)[CH2:18][CH2:17]2)[CH2:15][CH2:14][CH2:13]1. Given the reactants [Cl:1][C:2]1[CH:7]=[N:6][C:5]([C:8]([F:11])([F:10])[F:9])=[CH:4][N:3]=1.[CH:12]1([N:16]2[CH2:21][CH2:20][CH:19]([O:22][CH:23]3[CH2:28][CH2:27][NH:26][CH2:25][CH2:24]3)[CH2:18][CH2:17]2)[CH2:15][CH2:14][CH2:13]1.C(=O)([O-])[O-].[K+].[K+], predict the reaction product. (3) Given the reactants [Br:1][C:2]1[CH:12]=[CH:11][CH:10]=[CH:9][C:3]=1[C:4]([O:6]CC)=O.[Cl:13][C:14]1[N:19]=[C:18]([CH3:20])[CH:17]=[CH:16][CH:15]=1, predict the reaction product. The product is: [Br:1][C:2]1[CH:12]=[CH:11][CH:10]=[CH:9][C:3]=1[C:4](=[O:6])[CH2:20][C:18]1[CH:17]=[CH:16][CH:15]=[C:14]([Cl:13])[N:19]=1. (4) Given the reactants [F:1][C:2]1[CH:3]=[C:4]([CH:40]=[C:41]([F:43])[CH:42]=1)[CH2:5][C:6]1[CH:7]=[C:8]2[C:12](=[CH:13][CH:14]=1)[NH:11][N:10]=[C:9]2[NH:15][C:16](=[O:39])[C:17]1[CH:22]=[CH:21][C:20]([N+:23]([O-])=O)=[CH:19][C:18]=1[N:26]([CH:33]1[CH2:38][CH2:37][O:36][CH2:35][CH2:34]1)[C:27](=[O:32])[C:28]([F:31])([F:30])[F:29].C1CCCCC=1, predict the reaction product. The product is: [F:43][C:41]1[CH:40]=[C:4]([CH:3]=[C:2]([F:1])[CH:42]=1)[CH2:5][C:6]1[CH:7]=[C:8]2[C:12](=[CH:13][CH:14]=1)[NH:11][N:10]=[C:9]2[NH:15][C:16](=[O:39])[C:17]1[CH:22]=[CH:21][C:20]([NH2:23])=[CH:19][C:18]=1[N:26]([CH:33]1[CH2:34][CH2:35][O:36][CH2:37][CH2:38]1)[C:27](=[O:32])[C:28]([F:31])([F:29])[F:30]. (5) Given the reactants [H-].C([Al+]CC(C)C)C(C)C.C([O:13][C:14]([C:16]1[CH:17]=[C:18]2[C:22](=[CH:23][CH:24]=1)[N:21]([S:25]([CH2:28][CH2:29][Si:30]([CH3:33])([CH3:32])[CH3:31])(=[O:27])=[O:26])[CH:20]=[CH:19]2)=O)C, predict the reaction product. The product is: [CH3:31][Si:30]([CH3:33])([CH3:32])[CH2:29][CH2:28][S:25]([N:21]1[C:22]2[C:18](=[CH:17][C:16]([CH2:14][OH:13])=[CH:24][CH:23]=2)[CH:19]=[CH:20]1)(=[O:27])=[O:26]. (6) Given the reactants [Cl:1][C:2]1[C:7]([F:8])=[CH:6][C:5]([CH3:9])=[CH:4][N:3]=1.[Br:10]N1C(=O)CCC1=O, predict the reaction product. The product is: [Cl:1][C:2]1[C:7]([F:8])=[CH:6][C:5]([CH2:9][Br:10])=[CH:4][N:3]=1. (7) The product is: [CH2:21]([O:20][C:13]1[C:14]([NH2:16])=[CH:15][C:7]2[C:6]3[C:11](=[C:2]([NH2:1])[N:3]=[C:4]([N:23]4[CH:27]=[CH:26][N:25]=[CH:24]4)[CH:5]=3)[CH:10]=[N:9][C:8]=2[CH:12]=1)[CH3:22]. Given the reactants [NH2:1][C:2]1[N:3]=[C:4]([N:23]2[CH:27]=[CH:26][N:25]=[CH:24]2)[CH:5]=[C:6]2[C:11]=1[CH:10]=[N:9][C:8]1[CH:12]=[C:13]([O:20][CH2:21][CH3:22])[C:14]([NH:16]C(=O)C)=[CH:15][C:7]2=1.Cl.O, predict the reaction product.